From a dataset of Full USPTO retrosynthesis dataset with 1.9M reactions from patents (1976-2016). Predict the reactants needed to synthesize the given product. Given the product [CH:1]1([N:4]([CH:18]2[CH2:23][CH2:22][N:21]([CH2:32][C:33]3[CH:38]=[CH:37][C:36]([O:39][CH3:40])=[C:35]([C:41]([F:42])([F:43])[F:44])[CH:34]=3)[CH2:20][CH2:19]2)[S:5]([C:8]2[CH:13]=[CH:12][CH:11]=[C:10]([C:14]([F:17])([F:15])[F:16])[CH:9]=2)(=[O:6])=[O:7])[CH2:3][CH2:2]1, predict the reactants needed to synthesize it. The reactants are: [CH:1]1([N:4]([CH:18]2[CH2:23][CH2:22][NH:21][CH2:20][CH2:19]2)[S:5]([C:8]2[CH:13]=[CH:12][CH:11]=[C:10]([C:14]([F:17])([F:16])[F:15])[CH:9]=2)(=[O:7])=[O:6])[CH2:3][CH2:2]1.C(N(CC)CC)C.Br[CH2:32][C:33]1[CH:38]=[CH:37][C:36]([O:39][CH3:40])=[C:35]([C:41]([F:44])([F:43])[F:42])[CH:34]=1.